Dataset: Full USPTO retrosynthesis dataset with 1.9M reactions from patents (1976-2016). Task: Predict the reactants needed to synthesize the given product. (1) Given the product [Cl:35][C:23]1[C:24]([NH:26][C:27]2[CH:32]=[CH:31][CH:30]=[CH:29][C:28]=2[O:33][CH3:34])=[N:25][C:20]([NH:16][C:13]2[CH:14]=[CH:15][C:8]3[CH2:7][CH2:6][CH:5]([NH:4][CH2:3][C:2]([F:17])([F:18])[F:1])[CH2:11][CH2:10][C:9]=3[CH:12]=2)=[N:21][CH:22]=1, predict the reactants needed to synthesize it. The reactants are: [F:1][C:2]([F:18])([F:17])[CH2:3][NH:4][CH:5]1[CH2:11][CH2:10][C:9]2[CH:12]=[C:13]([NH2:16])[CH:14]=[CH:15][C:8]=2[CH2:7][CH2:6]1.Cl[C:20]1[N:25]=[C:24]([NH:26][C:27]2[CH:32]=[CH:31][CH:30]=[CH:29][C:28]=2[O:33][CH3:34])[C:23]([Cl:35])=[CH:22][N:21]=1. (2) Given the product [NH2:1][C:2]1[N:11]=[CH:10][C:9]2[C:4](=[CH:5][CH:6]=[C:7]([NH2:12])[CH:8]=2)[N:3]=1, predict the reactants needed to synthesize it. The reactants are: [NH2:1][C:2]1[N:11]=[CH:10][C:9]2[C:4](=[CH:5][CH:6]=[C:7]([N+:12]([O-])=O)[CH:8]=2)[N:3]=1.[H][H].